Dataset: Reaction yield outcomes from USPTO patents with 853,638 reactions. Task: Predict the reaction yield, written as a fraction of the theoretical maximum amount of product (1.0 means a 100% yield; for example, 0.34 means a 34% yield). (1) The reactants are Cl[C:2]([O:4][C:5]1[CH:10]=[CH:9][C:8]([N+:11]([O-:13])=[O:12])=[CH:7][CH:6]=1)=[O:3].C(N(C(C)C)CC)(C)C.[CH2:23]([O:25][C@@H:26]([CH2:31][C:32]1[CH:33]=[N:34][C:35]([C:38]2[CH:43]=[CH:42][CH:41]=[C:40]([NH:44][CH3:45])[CH:39]=2)=[CH:36][CH:37]=1)[C:27]([O:29][CH3:30])=[O:28])[CH3:24].O. The catalyst is ClCCl. The product is [CH2:23]([O:25][C@@H:26]([CH2:31][C:32]1[CH:33]=[N:34][C:35]([C:38]2[CH:43]=[CH:42][CH:41]=[C:40]([N:44]([CH3:45])[C:2]([O:4][C:5]3[CH:10]=[CH:9][C:8]([N+:11]([O-:13])=[O:12])=[CH:7][CH:6]=3)=[O:3])[CH:39]=2)=[CH:36][CH:37]=1)[C:27]([O:29][CH3:30])=[O:28])[CH3:24]. The yield is 1.00. (2) The reactants are [O-]P([O-])([O-])=O.[K+].[K+].[K+].[CH3:9][CH:10]([NH2:17])[C:11]1[CH:16]=[CH:15][CH:14]=[CH:13][CH:12]=1.I[C:19]1[CH:24]=[CH:23][CH:22]=[CH:21][CH:20]=1.C(O)CO. The product is [C:19]1([NH:17][CH:10]([CH3:9])[C:11]2[CH:16]=[CH:15][CH:14]=[CH:13][CH:12]=2)[CH:24]=[CH:23][CH:22]=[CH:21][CH:20]=1. The yield is 0.730. The catalyst is [Cu]I.CCCCCC.C(OCC)(=O)C.CC(O)C. (3) The reactants are [CH2:1]([S:5]([NH:8][C:9](=[O:43])[CH2:10][C@H:11]1[O:17][C@H:16]([C:18]2[CH:23]=[CH:22][CH:21]=[C:20]([O:24][CH3:25])[C:19]=2[O:26][CH3:27])[C:15]2[CH:28]=[C:29]([Cl:32])[CH:30]=[CH:31][C:14]=2[N:13]([CH2:33][C:34]([CH3:41])([CH3:40])[CH2:35][O:36]C(=O)C)[C:12]1=[O:42])(=[O:7])=[O:6])[CH2:2][CH2:3][CH3:4].[OH-].[Na+].C(O)C. The catalyst is O. The product is [CH2:1]([S:5]([NH:8][C:9](=[O:43])[CH2:10][C@H:11]1[O:17][C@H:16]([C:18]2[CH:23]=[CH:22][CH:21]=[C:20]([O:24][CH3:25])[C:19]=2[O:26][CH3:27])[C:15]2[CH:28]=[C:29]([Cl:32])[CH:30]=[CH:31][C:14]=2[N:13]([CH2:33][C:34]([CH3:41])([CH3:40])[CH2:35][OH:36])[C:12]1=[O:42])(=[O:7])=[O:6])[CH2:2][CH2:3][CH3:4]. The yield is 0.800. (4) The reactants are [N:1]1[CH:6]=[CH:5][CH:4]=[CH:3][C:2]=1[C:7]([C:9]1[S:13][C:12]([NH2:14])=[N:11][C:10]=1[C:15]1[O:16][CH:17]=[CH:18][CH:19]=1)=[O:8].[C:20](Cl)(=[O:22])[CH3:21]. The catalyst is N1C=CC=CC=1. The product is [O:16]1[CH:17]=[CH:18][CH:19]=[C:15]1[C:10]1[N:11]=[C:12]([NH:14][C:20](=[O:22])[CH3:21])[S:13][C:9]=1[C:7]([C:2]1[CH:3]=[CH:4][CH:5]=[CH:6][N:1]=1)=[O:8]. The yield is 0.670. (5) The reactants are [CH3:1][N:2]([CH3:20])[CH2:3][CH2:4][CH2:5][O:6][C:7]1[CH:12]=[CH:11][C:10]([NH2:13])=[CH:9][C:8]=1[C:14]1[N:15]([CH3:19])[N:16]=[CH:17][CH:18]=1.[F:21][C:22]1[CH:27]=[C:26]([F:28])[CH:25]=[CH:24][C:23]=1[N:29]=[C:30]=[O:31]. The catalyst is C(Cl)Cl. The product is [F:21][C:22]1[CH:27]=[C:26]([F:28])[CH:25]=[CH:24][C:23]=1[NH:29][C:30]([NH:13][C:10]1[CH:11]=[CH:12][C:7]([O:6][CH2:5][CH2:4][CH2:3][N:2]([CH3:1])[CH3:20])=[C:8]([C:14]2[N:15]([CH3:19])[N:16]=[CH:17][CH:18]=2)[CH:9]=1)=[O:31]. The yield is 0.730. (6) The reactants are [CH3:1][N:2]1[C@@H:19]2[CH2:20][C:7]3[CH:8]=[CH:9][C:10]([O:22][CH3:23])=[C:11]4[O:12][C@H:13]5[C:14]([CH2:16][CH2:17][C@:18]2([OH:21])[C@:5]5([C:6]=34)[CH2:4][CH2:3]1)=[O:15].[ClH:24]. The yield is 0.930. The product is [CH3:1][N:2]1[C@@H:19]2[CH2:20][C:7]3[CH:8]=[CH:9][C:10]([O:22][CH3:23])=[C:11]4[O:12][C@H:13]5[C:14]([CH2:16][CH2:17][C@:18]2([OH:21])[C@:5]5([C:6]=34)[CH2:4][CH2:3]1)=[O:15].[ClH:24]. The catalyst is CC(O)C. (7) The reactants are [H-].[Na+].[OH:3][CH2:4][C:5]1[N:6]=[N:7][N:8]([CH3:40])[C:9]=1[C:10]1[CH:22]=[N:21][C:20]2[C:19]3[CH:18]=[CH:17][C:16]([C:23]([O:25][CH3:26])=[O:24])=[CH:15][C:14]=3[N:13]([C@H:27]([C:34]3[CH:39]=[CH:38][CH:37]=[CH:36][CH:35]=3)[CH:28]3[CH2:33][CH2:32][O:31][CH2:30][CH2:29]3)[C:12]=2[CH:11]=1.I[CH3:42]. The catalyst is CN(C=O)C. The product is [CH3:42][O:3][CH2:4][C:5]1[N:6]=[N:7][N:8]([CH3:40])[C:9]=1[C:10]1[CH:22]=[N:21][C:20]2[C:19]3[CH:18]=[CH:17][C:16]([C:23]([O:25][CH3:26])=[O:24])=[CH:15][C:14]=3[N:13]([C@H:27]([C:34]3[CH:39]=[CH:38][CH:37]=[CH:36][CH:35]=3)[CH:28]3[CH2:29][CH2:30][O:31][CH2:32][CH2:33]3)[C:12]=2[CH:11]=1. The yield is 1.30. (8) The reactants are Cl[CH:2]([C:8]([CH3:10])=O)[C:3]([O:5][CH2:6][CH3:7])=[O:4].[C:11]([NH2:14])(=[S:13])[CH3:12]. The catalyst is C(O)C. The product is [CH3:12][C:11]1[S:13][C:2]([C:3]([O:5][CH2:6][CH3:7])=[O:4])=[C:8]([CH3:10])[N:14]=1. The yield is 0.830. (9) The reactants are C(OC([NH:8][CH2:9][C:10]#[C:11][C:12]1[CH:20]=[C:19]2[C:15]([C:16]([C:34]3[CH:43]=[CH:42][C:37]([C:38]([O:40][CH3:41])=[O:39])=[CH:36][C:35]=3[F:44])=[N:17][N:18]2[C:21](=[O:33])[C:22]2[C:27]([C:28]([F:31])([F:30])[F:29])=[CH:26][CH:25]=[CH:24][C:23]=2[Cl:32])=[CH:14][CH:13]=1)=O)(C)(C)C.C(O)(C(F)(F)F)=O. The catalyst is C1COCC1.O. The product is [NH2:8][CH2:9][C:10]#[C:11][C:12]1[CH:20]=[C:19]2[C:15]([C:16]([C:34]3[CH:43]=[CH:42][C:37]([C:38]([O:40][CH3:41])=[O:39])=[CH:36][C:35]=3[F:44])=[N:17][N:18]2[C:21](=[O:33])[C:22]2[C:27]([C:28]([F:30])([F:31])[F:29])=[CH:26][CH:25]=[CH:24][C:23]=2[Cl:32])=[CH:14][CH:13]=1. The yield is 0.875. (10) The reactants are [Cl:1][C:2]1[CH:17]=[CH:16][C:15]([Cl:18])=[CH:14][C:3]=1[O:4][C:5]1[C:10]([C:11]([OH:13])=O)=[CH:9][N:8]=[CH:7][N:6]=1.[CH2:19](N(CC)CC)C.[I-].ClC1C=CC=C[N+]=1C.[CH3:35][O:36][C:37]1[C:42]([NH2:43])=[CH:41][CH:40]=[CH:39][N:38]=1.[H-].[Na+].CI. The catalyst is ClCCl. The product is [CH3:35][O:36][C:37]1[C:42]([N:43]([CH3:19])[C:11]([C:10]2[C:5]([O:4][C:3]3[CH:14]=[C:15]([Cl:18])[CH:16]=[CH:17][C:2]=3[Cl:1])=[N:6][CH:7]=[N:8][CH:9]=2)=[O:13])=[CH:41][CH:40]=[CH:39][N:38]=1. The yield is 0.390.